This data is from Forward reaction prediction with 1.9M reactions from USPTO patents (1976-2016). The task is: Predict the product of the given reaction. (1) Given the reactants CC[C@@H]1[C@@H]2C[C@H]([C@@H](OC3C4C(=CC=CC=4)C(O[C@@H](C4C=CN=C5C=4C=C(OC)C=C5)[C@@H]4N5C[C@H](CC)[C@@H](CC5)C4)=NN=3)C3C=CN=C4C=3C=C([O:22]C)C=C4)N(CC2)C1.CS(N)(=O)=O.[CH3:64][O:65][N:66]([CH3:72])[C:67](=[O:71])[C:68]([CH3:70])=[CH2:69].[OH2:73], predict the reaction product. The product is: [OH:73][C@@:68]([CH3:70])([CH2:69][OH:22])[C:67]([N:66]([O:65][CH3:64])[CH3:72])=[O:71]. (2) The product is: [F:15][C:9]1[CH:10]=[CH:11][CH:12]=[C:13]([F:14])[C:8]=1[C:7]1[N:6]([CH2:16][CH:17]([CH3:18])[CH3:19])[C:5](=[O:20])[C:4]([N:21]2[CH:25]=[CH:24][CH:23]=[N:22]2)=[N:3][CH:2]=1. Given the reactants Cl[C:2]1[N:3]=[C:4]([N:21]2[CH:25]=[CH:24][CH:23]=[N:22]2)[C:5](=[O:20])[N:6]([CH2:16][CH:17]([CH3:19])[CH3:18])[C:7]=1[C:8]1[C:13]([F:14])=[CH:12][CH:11]=[CH:10][C:9]=1[F:15].C(N(CC)CC)C.[H][H], predict the reaction product.